This data is from Full USPTO retrosynthesis dataset with 1.9M reactions from patents (1976-2016). The task is: Predict the reactants needed to synthesize the given product. (1) The reactants are: [Br:1][C:2]1[C:11]2[C:6](=[C:7]([Br:13])[C:8]([OH:12])=[CH:9][CH:10]=2)[CH:5]=[CH:4][C:3]=1[OH:14].N1C=CC=CC=1.[F:21][C:22]([F:35])([F:34])[S:23](O[S:23]([C:22]([F:35])([F:34])[F:21])(=[O:25])=[O:24])(=[O:25])=[O:24].Cl. Given the product [F:21][C:22]([F:35])([F:34])[S:23]([O:12][C:8]1[CH:9]=[CH:10][C:11]2[C:6](=[CH:5][CH:4]=[C:3]([O:14][S:23]([C:22]([F:21])([F:34])[F:35])(=[O:24])=[O:25])[C:2]=2[Br:1])[C:7]=1[Br:13])(=[O:25])=[O:24], predict the reactants needed to synthesize it. (2) Given the product [CH:1]1([C@H:5]2[CH2:6][CH2:7][CH2:8][N:14]2[C:15]2[N:23]=[C:22]([C:24]([O:26][CH3:27])=[O:25])[N:21]=[C:20]3[C:16]=2[N:17]([CH2:35][C:36]2[CH:37]=[CH:38][C:39]([C:42]([F:43])([F:44])[F:45])=[CH:40][CH:41]=2)[C:18]([C:28]2[CH:33]=[CH:32][CH:31]=[C:30]([CH3:34])[CH:29]=2)=[N:19]3)[CH2:2][CH2:3][CH2:4]1, predict the reactants needed to synthesize it. The reactants are: [CH:1]1([C@H:5]([NH:14][C:15]2[N:23]=[C:22]([C:24]([O:26][CH3:27])=[O:25])[N:21]=[C:20]3[C:16]=2[N:17]([CH2:35][C:36]2[CH:41]=[CH:40][C:39]([C:42]([F:45])([F:44])[F:43])=[CH:38][CH:37]=2)[C:18]([C:28]2[CH:33]=[CH:32][CH:31]=[C:30]([CH3:34])[CH:29]=2)=[N:19]3)[CH2:6][CH2:7][CH2:8]OS(C)(=O)=O)[CH2:4][CH2:3][CH2:2]1.C1CCN2C(=NCCC2)CC1. (3) Given the product [NH2:1][C:2]1[CH:10]=[CH:9][CH:8]=[C:7]2[C:3]=1[CH2:4][N:5]([CH:12]([CH2:13][C:14]([OH:16])=[O:15])[CH2:18][C:19]([OH:21])=[O:20])[C:6]2=[O:11], predict the reactants needed to synthesize it. The reactants are: [NH2:1][C:2]1[CH:10]=[CH:9][CH:8]=[C:7]2[C:3]=1[CH2:4][N:5]([CH:12]([CH2:18][C:19]([O:21]C)=[O:20])[CH2:13][C:14]([O:16]C)=[O:15])[C:6]2=[O:11].O1CCCC1. (4) The reactants are: Cl.[CH3:2][N:3]1[CH2:8][CH2:7][N:6]([CH2:9][C:10]2[CH:11]=[CH:12][C:13]([NH2:16])=[N:14][CH:15]=2)[CH2:5][CH2:4]1.CN(C(ON1N=NC2C=CC=CC1=2)=[N+](C)C)C.[B-](F)(F)(F)F.CN1CCN(C2C=CC(N[C:53]([C:55]3[C:56]4[N:57]=[CH:58][CH:59]=[N:60][C:61]=4[C:62]([C:65]4[C:74]5[C:69](=[CH:70][CH:71]=[CH:72][CH:73]=5)[CH:68]=[CH:67][CH:66]=4)=[CH:63][CH:64]=3)=[O:54])=CC=2)CC1. Given the product [CH3:2][N:3]1[CH2:8][CH2:7][N:6]([CH2:9][C:10]2[CH:11]=[CH:12][C:13]([NH:16][C:53]([C:55]3[C:56]4[N:57]=[CH:58][CH:59]=[N:60][C:61]=4[C:62]([C:65]4[C:74]5[C:69](=[CH:70][CH:71]=[CH:72][CH:73]=5)[CH:68]=[CH:67][CH:66]=4)=[CH:63][CH:64]=3)=[O:54])=[N:14][CH:15]=2)[CH2:5][CH2:4]1, predict the reactants needed to synthesize it. (5) Given the product [Cl:43][C:42]1[C:33]([O:60][C:56]2[CH:57]=[CH:58][CH:59]=[C:54]([C:53]([F:52])([F:61])[F:62])[CH:55]=2)=[C:34]2[C:39](=[C:40]([N+:44]([O-:46])=[O:45])[CH:41]=1)[N:38]=[C:37]([O:47][CH3:48])[CH:36]=[C:35]2[CH3:49], predict the reactants needed to synthesize it. The reactants are: N1C2C(=CC=CC=2)C=CC=1.ClC1C(Cl)=CC([N+]([O-])=O)=C2C=1C(C)=CC(O)=N2.[H-].[Na+].CI.Cl[C:33]1[C:42]([Cl:43])=[CH:41][C:40]([N+:44]([O-:46])=[O:45])=[C:39]2[C:34]=1[C:35]([CH3:49])=[CH:36][C:37]([O:47][CH3:48])=[N:38]2.ClCl.[F:52][C:53]([F:62])([F:61])[C:54]1[CH:55]=[C:56]([OH:60])[CH:57]=[CH:58][CH:59]=1. (6) Given the product [Br:1][CH2:2][C:3]([N:5]1[C@@H:6]([CH2:7][C:8]2[CH:13]=[CH:12][CH:11]=[CH:10][CH:9]=2)[CH2:14][O:15][C:17]1([CH3:22])[CH3:18])=[O:4], predict the reactants needed to synthesize it. The reactants are: [Br:1][CH2:2][C:3]([NH:5][C@H:6]([CH2:14][OH:15])[CH2:7][C:8]1[CH:13]=[CH:12][CH:11]=[CH:10][CH:9]=1)=[O:4].O.[C:17]1(C)[CH:22]=CC(S(O)(=O)=O)=C[CH:18]=1.COC(C)=C. (7) Given the product [F:19][C:15]1([F:18])[CH2:16][CH2:17][N:12]([C:10]2[CH:9]=[C:8]([CH2:20][O:21][CH:22]3[CH2:27][CH2:26][CH2:25][CH2:24][O:23]3)[N:7]=[CH:6][CH:11]=2)[CH2:13][CH2:14]1.[N:7]1[CH:8]=[CH:9][CH:10]=[CH:11][C:6]=1[C:4]([OH:5])=[O:3], predict the reactants needed to synthesize it. The reactants are: C([O:3][C:4]([C:6]1[CH:11]=[C:10]([N:12]2[CH2:17][CH2:16][C:15]([F:19])([F:18])[CH2:14][CH2:13]2)[CH:9]=[C:8]([CH2:20][O:21][CH:22]2[CH2:27][CH2:26][CH2:25][CH2:24][O:23]2)[N:7]=1)=[O:5])C.[OH-].[Na+].